Dataset: Catalyst prediction with 721,799 reactions and 888 catalyst types from USPTO. Task: Predict which catalyst facilitates the given reaction. (1) Reactant: [C:1]([C:5]1[CH:6]=[C:7]2[C:11](=[CH:12][CH:13]=1)[C:10](=[O:14])[N:9]([C:15]1[C:16]([CH2:46][OH:47])=[C:17]([C:21]3[CH:22]=[C:23]([NH:29][C:30]4[CH:34]=[CH:33][N:32]([CH:35]5[CH2:38][N:37](C(OC(C)(C)C)=O)[CH2:36]5)[N:31]=4)[C:24](=[O:28])[N:25]([CH3:27])[N:26]=3)[CH:18]=[CH:19][CH:20]=1)[CH2:8]2)([CH3:4])([CH3:3])[CH3:2].FC(F)(F)C(O)=O. Product: [NH:37]1[CH2:36][CH:35]([N:32]2[CH:33]=[CH:34][C:30]([NH:29][C:23]3[C:24](=[O:28])[N:25]([CH3:27])[N:26]=[C:21]([C:17]4[C:16]([CH2:46][OH:47])=[C:15]([N:9]5[CH2:8][C:7]6[C:11](=[CH:12][CH:13]=[C:5]([C:1]([CH3:3])([CH3:4])[CH3:2])[CH:6]=6)[C:10]5=[O:14])[CH:20]=[CH:19][CH:18]=4)[CH:22]=3)=[N:31]2)[CH2:38]1. The catalyst class is: 2. (2) Reactant: C1(P(C2CCCCC2)C2C=CC=CC=2C2C=CC=CC=2N(C)C)CCCCC1.Br[C:30]1[CH:31]=[CH:32][C:33]([O:53][C:54]([F:57])([F:56])[F:55])=[C:34]([NH:36][C:37]2[N:46]=[CH:45][C:44]3[CH2:43][CH2:42][C:41]4[C:47]([C:50]([NH2:52])=[O:51])=[N:48][NH:49][C:40]=4[C:39]=3[N:38]=2)[CH:35]=1.[Li]N([Si](C)(C)C)[Si](C)(C)C.[CH3:68][N:69]1[CH2:74][CH2:73][NH:72][CH2:71][CH2:70]1. Product: [CH3:68][N:69]1[CH2:74][CH2:73][N:72]([C:30]2[CH:31]=[CH:32][C:33]([O:53][C:54]([F:57])([F:56])[F:55])=[C:34]([NH:36][C:37]3[N:46]=[CH:45][C:44]4[CH2:43][CH2:42][C:41]5[C:47]([C:50]([NH2:52])=[O:51])=[N:48][NH:49][C:40]=5[C:39]=4[N:38]=3)[CH:35]=2)[CH2:71][CH2:70]1. The catalyst class is: 443. (3) Reactant: C[O:2][C:3]([C@@H:5]1[C@@H:9]([O:10][CH3:11])[CH2:8][CH2:7][N:6]1[C:12]([O:14][C:15]([CH3:18])([CH3:17])[CH3:16])=[O:13])=O.[NH3:19]. Product: [C:15]([O:14][C:12]([N:6]1[CH2:7][CH2:8][C@H:9]([O:10][CH3:11])[C@H:5]1[C:3](=[O:2])[NH2:19])=[O:13])([CH3:18])([CH3:17])[CH3:16]. The catalyst class is: 5. (4) Reactant: Br[C:2]1[S:3][C:4]2[CH:10]=[C:9]([CH:11]=[O:12])[CH:8]=[C:7]([F:13])[C:5]=2[N:6]=1.[CH:14]([NH2:17])([CH3:16])[CH3:15].Cl.C([O-])(O)=O.[Na+]. Product: [F:13][C:7]1[C:5]2[N:6]=[C:2]([NH:17][CH:14]([CH3:16])[CH3:15])[S:3][C:4]=2[CH:10]=[C:9]([CH:11]=[O:12])[CH:8]=1. The catalyst class is: 12. (5) Reactant: Cl.[NH2:2][C@H:3]([C:10]#[CH:11])[CH2:4][C:5]([O:7][CH2:8][CH3:9])=[O:6].C(=O)(O)[O-].[Na+].CCOCC.[C:22](O[C:22]([O:24][C:25]([CH3:28])([CH3:27])[CH3:26])=[O:23])([O:24][C:25]([CH3:28])([CH3:27])[CH3:26])=[O:23]. Product: [C:25]([O:24][C:22]([NH:2][C@H:3]([C:10]#[CH:11])[CH2:4][C:5]([O:7][CH2:8][CH3:9])=[O:6])=[O:23])([CH3:28])([CH3:27])[CH3:26]. The catalyst class is: 6.